This data is from Full USPTO retrosynthesis dataset with 1.9M reactions from patents (1976-2016). The task is: Predict the reactants needed to synthesize the given product. (1) The reactants are: [N:1]1[CH:6]=[CH:5][CH:4]=[CH:3][C:2]=1[CH2:7][CH2:8][N:9]1[CH2:14][CH2:13][N:12]([C:15]2[C:23]3[O:22][C:21]([C:24]([O-])=[O:25])=[CH:20][C:19]=3[CH:18]=[CH:17][CH:16]=2)[CH2:11][CH2:10]1.[Li+].[C:28]1([N:34]2[CH2:39][CH2:38][CH:37]([NH2:40])[CH2:36][CH2:35]2)[CH:33]=[CH:32][CH:31]=[CH:30][CH:29]=1. Given the product [C:28]1([N:34]2[CH2:35][CH2:36][CH:37]([NH:40][C:24]([C:21]3[O:22][C:23]4[C:15]([N:12]5[CH2:13][CH2:14][N:9]([CH2:8][CH2:7][C:2]6[CH:3]=[CH:4][CH:5]=[CH:6][N:1]=6)[CH2:10][CH2:11]5)=[CH:16][CH:17]=[CH:18][C:19]=4[CH:20]=3)=[O:25])[CH2:38][CH2:39]2)[CH:33]=[CH:32][CH:31]=[CH:30][CH:29]=1, predict the reactants needed to synthesize it. (2) Given the product [OH:17][CH2:16][C@@H:15]([NH:14][C:12](=[O:13])[O:11][C:7]([CH3:10])([CH3:9])[CH3:8])[CH2:20][CH:21]=[CH2:22], predict the reactants needed to synthesize it. The reactants are: [H-].[Al+3].[Li+].[H-].[H-].[H-].[C:7]([O:11][C:12]([NH:14][C@@H:15]([CH2:20][CH:21]=[CH2:22])[C:16](OC)=[O:17])=[O:13])([CH3:10])([CH3:9])[CH3:8].O.O.O.O.O.O.O.O.O.O.S([O-])([O-])(=O)=O.[Na+].[Na+]. (3) Given the product [Cl:44][C:35]1[CH:36]=[CH:37][C:38]([C:40]([F:41])([F:42])[F:43])=[CH:39][C:34]=1[C:33]([NH:32][C@H:29]1[CH2:30][CH2:31][C@H:26]([CH2:25][N:1]2[CH:5]=[CH:4][C:3]([N:6]3[CH2:10][CH2:9][NH:8][C:7]3=[O:11])=[N:2]2)[CH2:27][CH2:28]1)=[O:45], predict the reactants needed to synthesize it. The reactants are: [NH:1]1[CH:5]=[CH:4][C:3]([N:6]2[CH2:10][CH2:9][NH:8][C:7]2=[O:11])=[N:2]1.[H-].[Na+].CC1C=CC(S(O[CH2:25][C@H:26]2[CH2:31][CH2:30][C@H:29]([NH:32][C:33](=[O:45])[C:34]3[CH:39]=[C:38]([C:40]([F:43])([F:42])[F:41])[CH:37]=[CH:36][C:35]=3[Cl:44])[CH2:28][CH2:27]2)(=O)=O)=CC=1. (4) Given the product [Br:1][C:2]1[CH:7]=[C:6]([Br:8])[N:5]=[C:4]([C:9]([O:11][CH3:12])=[O:10])[C:3]=1[O:13][CH3:14], predict the reactants needed to synthesize it. The reactants are: [Br:1][C:2]1[CH:7]=[C:6]([Br:8])[N:5]=[C:4]([C:9]([O:11][CH3:12])=[O:10])[C:3]=1[OH:13].[C:14]([O-])([O-])=O.[K+].[K+].S(OC)(OC)(=O)=O. (5) Given the product [NH2:11][C@@H:12]([CH2:33][C:34]1[CH:35]=[CH:36][CH:37]=[CH:38][CH:39]=1)[C@H:13]([OH:32])[CH2:14][N:15]([CH2:23][C:24]1[CH:29]=[CH:28][CH:27]=[C:26]([O:30][CH3:31])[CH:25]=1)[C:16](=[O:22])[O:17][C:18]([CH3:21])([CH3:19])[CH3:20], predict the reactants needed to synthesize it. The reactants are: C(OC([NH:11][C@@H:12]([CH2:33][C:34]1[CH:39]=[CH:38][CH:37]=[CH:36][CH:35]=1)[C@H:13]([OH:32])[CH2:14][N:15]([CH2:23][C:24]1[CH:29]=[CH:28][CH:27]=[C:26]([O:30][CH3:31])[CH:25]=1)[C:16](=[O:22])[O:17][C:18]([CH3:21])([CH3:20])[CH3:19])=O)C1C=CC=CC=1.[H][H]. (6) The reactants are: [C:1]([O:5][C:6](=[O:30])[N:7]([CH2:28][CH3:29])[CH2:8][C:9]1[CH:14]=[C:13]([C:15]([F:18])([F:17])[F:16])[CH:12]=[CH:11][C:10]=1B1OC(C)(C)C(C)(C)O1)([CH3:4])([CH3:3])[CH3:2].[CH2:31]([O:33][C:34](=[O:43])[CH2:35][C:36]1[CH:37]=[N:38][CH:39]=[C:40](Br)[CH:41]=1)[CH3:32]. Given the product [CH2:31]([O:33][C:34](=[O:43])[CH2:35][C:36]1[CH:37]=[N:38][CH:39]=[C:40]([C:10]2[CH:11]=[CH:12][C:13]([C:15]([F:16])([F:17])[F:18])=[CH:14][C:9]=2[CH2:8][N:7]([C:6]([O:5][C:1]([CH3:3])([CH3:4])[CH3:2])=[O:30])[CH2:28][CH3:29])[CH:41]=1)[CH3:32], predict the reactants needed to synthesize it. (7) Given the product [NH2:35][C:11]([C:9]1[NH:10][C:6]2[CH:5]=[CH:4][C:3]([C:1]#[N:2])=[CH:50][C:7]=2[N:8]=1)([C:13]1[C:21]([S:22][CH3:23])=[CH:20][C:19]([CH3:24])=[C:18]2[C:14]=1[CH:15]=[CH:16][N:17]2[S:25]([C:28]1[CH:29]=[CH:30][C:31]([CH3:32])=[CH:33][CH:34]=1)(=[O:27])=[O:26])[CH3:12], predict the reactants needed to synthesize it. The reactants are: [C:1]([C:3]1[CH:4]=[CH:5][C:6]2[N:10]=[C:9]([C:11]([NH:35]S(C(C)(C)C)=O)([C:13]3[C:21]([S:22][CH3:23])=[CH:20][C:19]([CH3:24])=[C:18]4[C:14]=3[CH:15]=[CH:16][N:17]4[S:25]([C:28]3[CH:34]=[CH:33][C:31]([CH3:32])=[CH:30][CH:29]=3)(=[O:27])=[O:26])[CH3:12])[N:8](COCC[Si](C)(C)C)[C:7]=2[CH:50]=1)#[N:2].C(C1C=CC2N(COCC[Si](C)(C)C)C(C(NS(C(C)(C)C)=O)(C3C(SC)=CC(C)=C4C=3C=CN4S(C3C=CC(C)=CC=3)(=O)=O)C)=NC=2C=1)#N.Cl.CO. (8) The reactants are: C([N:8]1[C:16]2[C:15](=[O:17])[N:14]([CH2:18][C:19]([OH:22])([CH3:21])[CH3:20])[C:13](=[O:23])[N:12]([CH3:24])[C:11]=2[N:10]=[CH:9]1)C1C=CC=CC=1. Given the product [OH:22][C:19]([CH3:21])([CH3:20])[CH2:18][N:14]1[C:15](=[O:17])[C:16]2[NH:8][CH:9]=[N:10][C:11]=2[N:12]([CH3:24])[C:13]1=[O:23], predict the reactants needed to synthesize it. (9) Given the product [Br:1][C:2]1[CH:7]=[CH:6][C:5]([S:8]([N:14]2[CH2:19][CH2:18][O:17][CH2:16][CH2:15]2)(=[O:10])=[O:9])=[CH:4][C:3]=1[O:12][CH3:13], predict the reactants needed to synthesize it. The reactants are: [Br:1][C:2]1[CH:7]=[CH:6][C:5]([S:8](Cl)(=[O:10])=[O:9])=[CH:4][C:3]=1[O:12][CH3:13].[NH:14]1[CH2:19][CH2:18][O:17][CH2:16][CH2:15]1.